From a dataset of Reaction yield outcomes from USPTO patents with 853,638 reactions. Predict the reaction yield, written as a fraction of the theoretical maximum amount of product (1.0 means a 100% yield; for example, 0.34 means a 34% yield). The reactants are [C:1]([C:3]([C:12]1([CH3:22])[CH2:17][C:16]([CH3:19])([CH3:18])[CH2:15][C:14]([CH3:21])([CH3:20])[CH2:13]1)([CH2:9][CH:10]=[CH2:11])C(OCC)=O)#[N:2].[Cl-:23].[Li+].[H-].[Al+3].[Li+].[H-].[H-].[H-].[OH-].[Na+]. The catalyst is CS(C)=O.C(OCC)C.O. The product is [ClH:23].[CH3:22][C:12]1([CH:3]([CH2:9][CH:10]=[CH2:11])[CH2:1][NH2:2])[CH2:17][C:16]([CH3:18])([CH3:19])[CH2:15][C:14]([CH3:20])([CH3:21])[CH2:13]1. The yield is 0.310.